This data is from Reaction yield outcomes from USPTO patents with 853,638 reactions. The task is: Predict the reaction yield, written as a fraction of the theoretical maximum amount of product (1.0 means a 100% yield; for example, 0.34 means a 34% yield). (1) The yield is 0.370. The reactants are [H-].[Na+].[Cl:3][C:4]1[CH:11]=[C:10]([NH:12][C@H:13]2[CH2:17][C:16](=[O:18])[N:15]([CH3:19])[CH2:14]2)[CH:9]=[CH:8][C:5]=1[C:6]#[N:7].Br[CH2:21][C:22]1[CH:27]=[CH:26][CH:25]=[CH:24][C:23]=1[Cl:28]. The catalyst is CN(C=O)C. The product is [Cl:3][C:4]1[CH:11]=[C:10]([N:12]([CH2:21][C:22]2[CH:27]=[CH:26][CH:25]=[CH:24][C:23]=2[Cl:28])[C@H:13]2[CH2:17][C:16](=[O:18])[N:15]([CH3:19])[CH2:14]2)[CH:9]=[CH:8][C:5]=1[C:6]#[N:7]. (2) The reactants are [OH:1][C:2]1[CH:3]=[C:4]([NH:8][C:9](=[O:11])[CH3:10])[CH:5]=[CH:6][CH:7]=1.C(NC1C=C(OC(=O)C)C=CC=1)=O.[CH3:25][C:26](=[CH2:30])[CH2:27][CH2:28]O.CCOC(/N=N/C(OCC)=O)=O.C1C=CC(P(C2C=CC=CC=2)C2C=CC=CC=2)=CC=1. The catalyst is C1C=CC=CC=1.O. The product is [CH3:30][C:26](=[CH2:25])[CH2:27][CH2:28][O:1][C:2]1[CH:3]=[C:4]([NH:8][C:9](=[O:11])[CH3:10])[CH:5]=[CH:6][CH:7]=1. The yield is 0.520. (3) The reactants are C[O:2][C:3](=O)[CH:4]([NH:11][C:12]1[CH:21]=[CH:20][C:15]([C:16]([O:18][CH3:19])=[O:17])=[CH:14][C:13]=1[N+:22]([O-])=O)[C:5]1[CH:10]=[CH:9][CH:8]=[CH:7][CH:6]=1.[NH4+].[Cl-]. The catalyst is CO.[Fe]. The product is [O:2]=[C:3]1[NH:22][C:13]2[C:12](=[CH:21][CH:20]=[C:15]([C:16]([O:18][CH3:19])=[O:17])[CH:14]=2)[NH:11][CH:4]1[C:5]1[CH:10]=[CH:9][CH:8]=[CH:7][CH:6]=1. The yield is 0.560. (4) The reactants are [C-:1]#[N:2].[C-]#N.[C-]#N.[C-]#N.[C-]#N.[C-]#N.[K+:13].[K+].[K+].[K+].[Fe+6:17].[OH-:18].[Na+].[Cl-].[Mg+2].[Cl-]. The catalyst is O. The product is [C-:1]#[N:2].[C-:1]#[N:2].[C-:1]#[N:2].[C-:1]#[N:2].[C-:1]#[N:2].[C-:1]#[N:2].[OH2:18].[OH2:18].[OH2:18].[K+:13].[K+:13].[K+:13].[K+:13].[Fe+2:17]. The yield is 0.0200. (5) The reactants are [NH2:1][C:2]1[N:3]=[C:4]([CH3:18])[C:5]2[CH:11]=[C:10](Br)[C:9](=[O:13])[N:8]([CH:14]3[CH2:17][CH2:16][CH2:15]3)[C:6]=2[N:7]=1.[C:19]([Cu])#[N:20]. The catalyst is CN1C(=O)CCC1.[Cl-].[Na+].O. The product is [NH2:1][C:2]1[N:3]=[C:4]([CH3:18])[C:5]2[CH:11]=[C:10]([C:19]#[N:20])[C:9](=[O:13])[N:8]([CH:14]3[CH2:17][CH2:16][CH2:15]3)[C:6]=2[N:7]=1. The yield is 0.780. (6) The reactants are [CH3:1][C:2]1[C:10]([C:11]2[S:12][C:13]([C:24]([O:26][CH2:27][CH3:28])=[O:25])=[C:14](OS(C(F)(F)F)(=O)=O)[N:15]=2)=[C:5]2[CH:6]=[CH:7][CH:8]=[CH:9][N:4]2[N:3]=1.[F:29][C:30]1[CH:35]=[CH:34][C:33](B(O)O)=[CH:32][CH:31]=1.C(=O)([O-])[O-].[Cs+].[Cs+].O. The catalyst is COCCOC. The product is [F:29][C:30]1[CH:35]=[CH:34][C:33]([C:14]2[N:15]=[C:11]([C:10]3[C:2]([CH3:1])=[N:3][N:4]4[CH:9]=[CH:8][CH:7]=[CH:6][C:5]=34)[S:12][C:13]=2[C:24]([O:26][CH2:27][CH3:28])=[O:25])=[CH:32][CH:31]=1. The yield is 0.730.